Dataset: Forward reaction prediction with 1.9M reactions from USPTO patents (1976-2016). Task: Predict the product of the given reaction. (1) Given the reactants [Cl:1][C:2]1[CH:7]=[CH:6][N:5]=[C:4]([NH2:8])[C:3]=1I.CC1(C)C(C)(C)OB([C:18]2[CH:27]=[CH:26][C:21]([C:22]([O:24][CH3:25])=[O:23])=[CH:20][C:19]=2[C:28](OC)=[O:29])O1, predict the reaction product. The product is: [Cl:1][C:2]1[CH:7]=[CH:6][N:5]=[C:4]2[C:3]=1[C:18]1[CH:27]=[CH:26][C:21]([C:22]([O:24][CH3:25])=[O:23])=[CH:20][C:19]=1[C:28](=[O:29])[NH:8]2. (2) Given the reactants [N:1]([C@@H:4]([CH:29]([C:37]1[CH:42]=[CH:41][CH:40]=[C:39]([F:43])[CH:38]=1)[C:30]1[CH:35]=[CH:34][CH:33]=[C:32]([F:36])[CH:31]=1)[C:5]([NH:7][C:8]1[CH:13]=[CH:12][CH:11]=[C:10]([F:14])[C:9]=1[CH2:15][CH2:16][CH:17]1[CH2:19][N@@:18]1[S:20]([C:23]1[CH:28]=[CH:27][CH:26]=[CH:25][CH:24]=1)(=[O:22])=[O:21])=[O:6])=[N+:2]=[N-:3].[NH2:44][CH2:45][C@H:46]([OH:48])[CH3:47], predict the reaction product. The product is: [N:1]([C@@H:4]([CH:29]([C:30]1[CH:35]=[CH:34][CH:33]=[C:32]([F:36])[CH:31]=1)[C:37]1[CH:42]=[CH:41][CH:40]=[C:39]([F:43])[CH:38]=1)[C:5]([NH:7][C:8]1[CH:13]=[CH:12][CH:11]=[C:10]([F:14])[C:9]=1[CH2:15][CH2:16][C@H:17]([NH:18][S:20]([C:23]1[CH:24]=[CH:25][CH:26]=[CH:27][CH:28]=1)(=[O:21])=[O:22])[CH2:19][NH:44][CH2:45][C@H:46]([OH:48])[CH3:47])=[O:6])=[N+:2]=[N-:3]. (3) Given the reactants CC(C)([O-])C.[K+].[OH:7][C:8]1[CH:13]=[CH:12][N:11]=[CH:10][CH:9]=1.I[C:15]1[CH:22]=[CH:21][C:18]([C:19]#[N:20])=[CH:17][CH:16]=1, predict the reaction product. The product is: [N:11]1[CH:12]=[CH:13][C:8]([O:7][C:15]2[CH:22]=[CH:21][C:18]([C:19]#[N:20])=[CH:17][CH:16]=2)=[CH:9][CH:10]=1. (4) The product is: [OH:1][C@H:2]([C@H:10]1[O:15][CH2:14][CH2:13][N:12]([C:18]2[CH:23]=[CH:22][CH:21]=[C:20]([C:24]([F:27])([F:26])[F:25])[N:19]=2)[C:11]1=[O:16])[C:3]([O:5][C:6]([CH3:9])([CH3:7])[CH3:8])=[O:4]. Given the reactants [OH:1][C@H:2]([C@H:10]1[O:15][CH2:14][CH2:13][NH:12][C:11]1=[O:16])[C:3]([O:5][C:6]([CH3:9])([CH3:8])[CH3:7])=[O:4].Br[C:18]1[CH:23]=[CH:22][CH:21]=[C:20]([C:24]([F:27])([F:26])[F:25])[N:19]=1.CN[C@@H]1CCCC[C@H]1NC.[O-]P([O-])([O-])=O.[K+].[K+].[K+], predict the reaction product. (5) Given the reactants [O:1]1[CH2:6][CH2:5][CH:4]([O:7][C:8]2[C:9]3[N:17]=[C:16]([C:18]4[CH:19]=[C:20]([NH2:24])[CH:21]=[N:22][CH:23]=4)[CH:15]=[CH:14][C:10]=3[N:11]=[CH:12][N:13]=2)[CH2:3][CH2:2]1.[Cl:25][C:26]1[CH:31]=[C:30]([F:32])[CH:29]=[CH:28][C:27]=1[S:33](Cl)(=[O:35])=[O:34], predict the reaction product. The product is: [Cl:25][C:26]1[CH:31]=[C:30]([F:32])[CH:29]=[CH:28][C:27]=1[S:33]([NH:24][C:20]1[CH:21]=[N:22][CH:23]=[C:18]([C:16]2[CH:15]=[CH:14][C:10]3[N:11]=[CH:12][N:13]=[C:8]([O:7][CH:4]4[CH2:5][CH2:6][O:1][CH2:2][CH2:3]4)[C:9]=3[N:17]=2)[CH:19]=1)(=[O:35])=[O:34]. (6) Given the reactants C[Si]([N-][Si](C)(C)C)(C)C.[K+].[Cl:11][C:12]1[N:17]2[N:18]=[C:19]([C:21]([O:23][CH2:24][CH3:25])=[O:22])[CH:20]=[C:16]2[N:15]=[C:14]([CH3:26])[C:13]=1[CH2:27][C:28]([O:30][CH2:31][CH3:32])=[O:29].C1(C2[O:41]N2S(C2C=CC=CC=2)(=O)=O)C=CC=CC=1, predict the reaction product. The product is: [Cl:11][C:12]1[N:17]2[N:18]=[C:19]([C:21]([O:23][CH2:24][CH3:25])=[O:22])[CH:20]=[C:16]2[N:15]=[C:14]([CH3:26])[C:13]=1[CH:27]([OH:41])[C:28]([O:30][CH2:31][CH3:32])=[O:29]. (7) Given the reactants [Br:1][C:2]1[C:13]([CH3:14])=[CH:12][C:5]([O:6][CH:7]2[CH2:10][C:9](=[O:11])[CH2:8]2)=[CH:4][C:3]=1[CH3:15].[BH4-].[Na+].Cl, predict the reaction product. The product is: [Br:1][C:2]1[C:13]([CH3:14])=[CH:12][C:5]([O:6][C@@H:7]2[CH2:10][C@H:9]([OH:11])[CH2:8]2)=[CH:4][C:3]=1[CH3:15].